From a dataset of Full USPTO retrosynthesis dataset with 1.9M reactions from patents (1976-2016). Predict the reactants needed to synthesize the given product. Given the product [C:1]([C:3]1[CH:4]=[CH:5][C:6]([NH:9][C:10]([N:12]2[CH2:16][CH:15]([CH2:17][C:18]([CH3:21])([CH3:20])[CH3:19])[C:14]([C:24]3[CH:29]=[CH:28][C:27]([Cl:30])=[CH:26][C:25]=3[F:31])([C:22]#[N:23])[CH:13]2[C:32]2[CH:37]=[CH:36][CH:35]=[C:34]([Cl:38])[C:33]=2[F:39])=[O:11])=[CH:7][CH:8]=1)(=[O:41])[NH2:2], predict the reactants needed to synthesize it. The reactants are: [C:1]([C:3]1[CH:8]=[CH:7][C:6]([NH:9][C:10]([N:12]2[CH2:16][CH:15]([CH2:17][C:18]([CH3:21])([CH3:20])[CH3:19])[C:14]([C:24]3[CH:29]=[CH:28][C:27]([Cl:30])=[CH:26][C:25]=3[F:31])([C:22]#[N:23])[CH:13]2[C:32]2[CH:37]=[CH:36][CH:35]=[C:34]([Cl:38])[C:33]=2[F:39])=[O:11])=[CH:5][CH:4]=1)#[N:2].C([O-])([O-])=[O:41].[K+].[K+].OO.